From a dataset of Forward reaction prediction with 1.9M reactions from USPTO patents (1976-2016). Predict the product of the given reaction. The product is: [Cl:1][C:2]1[C:7]([NH:28][C:31](=[O:34])[O:32][C:36]([CH3:42])([CH3:41])[CH3:37])=[CH:6][C:5]([F:11])=[C:4]([O:12][CH3:13])[N:3]=1. Given the reactants [Cl:1][C:2]1[C:7](C(O)=O)=[CH:6][C:5]([F:11])=[C:4]([O:12][CH3:13])[N:3]=1.C1(P([N:28]=[N+]=[N-])(C2C=CC=CC=2)=O)C=CC=CC=1.[C:31](=[O:34])(O)[O-:32].[Na+].[C:36]1([CH3:42])[CH:41]=CC=C[CH:37]=1.C(N(CC)CC)C.C(O)(C)(C)C, predict the reaction product.